Dataset: Forward reaction prediction with 1.9M reactions from USPTO patents (1976-2016). Task: Predict the product of the given reaction. (1) Given the reactants [CH:1]1([N:5]2[CH2:11][CH2:10][C:9]3[S:12][C:13]([CH:15]4[CH2:20][CH2:19][NH:18][CH2:17][CH2:16]4)=[N:14][C:8]=3[CH2:7][CH2:6]2)[CH2:4][CH2:3][CH2:2]1.[F:21][C:22]([F:33])([F:32])[C:23]1[N:28]=[CH:27][C:26]([C:29](O)=[O:30])=[CH:25][CH:24]=1, predict the reaction product. The product is: [CH:1]1([N:5]2[CH2:11][CH2:10][C:9]3[S:12][C:13]([CH:15]4[CH2:20][CH2:19][N:18]([C:29]([C:26]5[CH:27]=[N:28][C:23]([C:22]([F:33])([F:21])[F:32])=[CH:24][CH:25]=5)=[O:30])[CH2:17][CH2:16]4)=[N:14][C:8]=3[CH2:7][CH2:6]2)[CH2:2][CH2:3][CH2:4]1. (2) Given the reactants [Cl:1][C:2]1[CH:3]=[CH:4][C:5]([C:28]([F:31])([F:30])[F:29])=[C:6]([CH:27]=1)[CH2:7][N:8]1[CH2:13][CH2:12][NH:11][C:10]2[N:14]=[CH:15][C:16]([C:18]3[CH:19]=[C:20]([CH:24]=[CH:25][CH:26]=3)[C:21]([OH:23])=O)=[CH:17][C:9]1=2.[NH:32]1[CH2:37][CH2:36][O:35][CH2:34][CH2:33]1, predict the reaction product. The product is: [Cl:1][C:2]1[CH:3]=[CH:4][C:5]([C:28]([F:29])([F:30])[F:31])=[C:6]([CH:27]=1)[CH2:7][N:8]1[CH2:13][CH2:12][NH:11][C:10]2[N:14]=[CH:15][C:16]([C:18]3[CH:19]=[C:20]([C:21]([N:32]4[CH2:37][CH2:36][O:35][CH2:34][CH2:33]4)=[O:23])[CH:24]=[CH:25][CH:26]=3)=[CH:17][C:9]1=2.